From a dataset of Retrosynthesis with 50K atom-mapped reactions and 10 reaction types from USPTO. Predict the reactants needed to synthesize the given product. (1) The reactants are: CC(C)(C)[Si](C)(C)OCc1cc([C@@H](O)CN)ccc1O.COc1cccc(Nc2c(C(N)=O)cnc3c(C)cc(S(=O)(=O)c4cccc(C(=O)Nc5ccc(CCCCC=O)cc5)c4)cc23)c1. Given the product COc1cccc(Nc2c(C(N)=O)cnc3c(C)cc(S(=O)(=O)c4cccc(C(=O)Nc5ccc(CCCCCNC[C@H](O)c6ccc(O)c(CO[Si](C)(C)C(C)(C)C)c6)cc5)c4)cc23)c1, predict the reactants needed to synthesize it. (2) Given the product COc1cc2c3cc(F)cnc3n(S(=O)(=O)c3ccc(C)cc3)c2cn1, predict the reactants needed to synthesize it. The reactants are: COc1cc2c(cn1)[nH]c1ncc(F)cc12.Cc1ccc(S(=O)(=O)Cl)cc1. (3) Given the product COc1cc2nccc(Oc3ccc(N)cc3)c2cc1OC, predict the reactants needed to synthesize it. The reactants are: COc1cc2nccc(Oc3ccc([N+](=O)[O-])cc3)c2cc1OC. (4) Given the product CC(c1ccc(C(=O)NCC(=O)O)cc1Cl)C(O)(c1ccc2oc(=O)n(C)c2c1)C(F)(F)F, predict the reactants needed to synthesize it. The reactants are: CC(c1ccc(C(=O)NCC(=O)OC(C)(C)C)cc1Cl)C(O)(c1ccc2oc(=O)n(C)c2c1)C(F)(F)F.